From a dataset of Full USPTO retrosynthesis dataset with 1.9M reactions from patents (1976-2016). Predict the reactants needed to synthesize the given product. Given the product [CH3:1][O:2][C:3]([C:5]1[CH:6]=[C:7]([O:15][C:16]2[CH:21]=[CH:20][C:19]([S:22]([CH3:25])(=[O:24])=[O:23])=[CH:18][CH:17]=2)[C:8]2[CH2:14][C:12]([CH3:26])([CH3:11])[O:13][C:9]=2[CH:10]=1)=[O:4], predict the reactants needed to synthesize it. The reactants are: [CH3:1][O:2][C:3]([C:5]1[CH:6]=[C:7]([O:15][C:16]2[CH:21]=[CH:20][C:19]([S:22]([CH3:25])(=[O:24])=[O:23])=[CH:18][CH:17]=2)[CH:8]=[C:9]2[O:13][CH:12]([CH3:14])[CH2:11][C:10]=12)=[O:4].[CH3:26]S(C1C=CC(F)=CC=1)(=O)=O.C([O-])([O-])=O.[Cs+].[Cs+].